From a dataset of Forward reaction prediction with 1.9M reactions from USPTO patents (1976-2016). Predict the product of the given reaction. (1) Given the reactants C(OC(=O)[CH2:5][N:6]([CH2:29][C:30]1[CH:35]=[CH:34][CH:33]=[CH:32][CH:31]=1)[C:7](=[O:28])[CH:8]([NH:20][C:21](OC(C)(C)C)=[O:22])[CH2:9][C:10]1[CH:15]=[CH:14][C:13]([C:16]([F:19])([F:18])[F:17])=[CH:12][CH:11]=1)C, predict the reaction product. The product is: [CH2:29]([N:6]1[CH2:5][C:21](=[O:22])[NH:20][C@H:8]([CH2:9][C:10]2[CH:15]=[CH:14][C:13]([C:16]([F:19])([F:18])[F:17])=[CH:12][CH:11]=2)[C:7]1=[O:28])[C:30]1[CH:31]=[CH:32][CH:33]=[CH:34][CH:35]=1. (2) Given the reactants [Cl:1][C:2]1[CH:3]=[N:4][CH:5]=[C:6]([Cl:26])[C:7]=1[NH:8][C:9]([C:11]1[C:12]2[N:13]([N:19]=[C:20]([C:22]([F:25])([F:24])[F:23])[CH:21]=2)[C:14]([CH2:17][OH:18])=[CH:15][CH:16]=1)=[O:10].C(N(CC)CC)C, predict the reaction product. The product is: [Cl:1][C:2]1[CH:3]=[N:4][CH:5]=[C:6]([Cl:26])[C:7]=1[NH:8][C:9]([C:11]1[C:12]2[N:13]([N:19]=[C:20]([C:22]([F:23])([F:25])[F:24])[CH:21]=2)[C:14]([CH:17]=[O:18])=[CH:15][CH:16]=1)=[O:10]. (3) Given the reactants [Cl:1][C:2]1[S:6][C:5]([S:7]([NH:10][C:11]2[CH:19]=[CH:18][C:14]([C:15]([OH:17])=[O:16])=[C:13]([OH:20])[CH:12]=2)(=[O:9])=[O:8])=[CH:4][C:3]=1[C:21]1[CH:26]=[C:25]([F:27])[CH:24]=[CH:23][C:22]=1[OH:28].[CH3:29][O:30][CH2:31][CH2:32]O, predict the reaction product. The product is: [Cl:1][C:2]1[S:6][C:5]([S:7]([NH:10][C:11]2[CH:19]=[CH:18][C:14]([C:15]([O:17][CH2:32][CH2:31][O:30][CH3:29])=[O:16])=[C:13]([OH:20])[CH:12]=2)(=[O:9])=[O:8])=[CH:4][C:3]=1[C:21]1[CH:26]=[C:25]([F:27])[CH:24]=[CH:23][C:22]=1[OH:28]. (4) Given the reactants [NH2:1][C:2]1[CH:7]=[CH:6][CH:5]=[CH:4][C:3]=1[NH:8][CH2:9][CH:10]1[CH2:13][N:12]([C:14]([O:16][C:17]([CH3:20])([CH3:19])[CH3:18])=[O:15])[CH2:11]1.[N:21]#[C:22]Br, predict the reaction product. The product is: [NH2:21][C:22]1[N:8]([CH2:9][CH:10]2[CH2:11][N:12]([C:14]([O:16][C:17]([CH3:20])([CH3:19])[CH3:18])=[O:15])[CH2:13]2)[C:3]2[CH:4]=[CH:5][CH:6]=[CH:7][C:2]=2[N:1]=1.